This data is from Reaction yield outcomes from USPTO patents with 853,638 reactions. The task is: Predict the reaction yield, written as a fraction of the theoretical maximum amount of product (1.0 means a 100% yield; for example, 0.34 means a 34% yield). (1) The reactants are C(OC([N:8]1[CH2:37][CH2:36][C:11]2([C:16](=[O:17])[N:15]([C:18]3[C:19]([CH3:35])=[N:20][C:21]([N:24]4[CH2:28][CH2:27][C@@H:26]([N:29]5[CH2:33][CH2:32][CH2:31][C@@H:30]5[CH3:34])[CH2:25]4)=[CH:22][CH:23]=3)[CH2:14][CH2:13][CH2:12]2)[CH2:10][CH2:9]1)=O)(C)(C)C.[ClH:38]. The catalyst is CO.CCO. The product is [ClH:38].[CH3:35][C:19]1[C:18]([N:15]2[CH2:14][CH2:13][CH2:12][C:11]3([CH2:10][CH2:9][NH:8][CH2:37][CH2:36]3)[C:16]2=[O:17])=[CH:23][CH:22]=[C:21]([N:24]2[CH2:28][CH2:27][C@@H:26]([N:29]3[CH2:33][CH2:32][CH2:31][C@@H:30]3[CH3:34])[CH2:25]2)[N:20]=1. The yield is 1.00. (2) The reactants are C(O)C.[C:4]([NH:7][C@H:8]([C@H:14]([OH:30])[CH2:15][CH2:16][CH2:17][CH2:18][CH2:19][CH2:20][CH2:21][CH2:22][CH2:23][CH2:24][CH2:25][CH2:26][CH2:27][CH2:28][CH3:29])[C:9](OCC)=[O:10])(=[O:6])[CH3:5].[BH4-].[Na+].C(OCC)(=O)C. The catalyst is O. The product is [C:4]([NH:7][C@H:8]([C@H:14]([OH:30])[CH2:15][CH2:16][CH2:17][CH2:18][CH2:19][CH2:20][CH2:21][CH2:22][CH2:23][CH2:24][CH2:25][CH2:26][CH2:27][CH2:28][CH3:29])[CH2:9][OH:10])(=[O:6])[CH3:5]. The yield is 0.880.